From a dataset of Forward reaction prediction with 1.9M reactions from USPTO patents (1976-2016). Predict the product of the given reaction. (1) Given the reactants [Cl:1][C:2]1[CH:10]=[CH:9][CH:8]=[C:7]([Cl:11])[C:3]=1[CH:4]=[N:5][OH:6].ClN1C(=O)CCC1=O.[CH3:20][CH:21]([CH2:30][CH3:31])[C:22](=O)[CH2:23][C:24](OCC)=[O:25].[O-]CC.[Na+].[H-].C([Al+]CC(C)C)C(C)C.C1(C)C=CC=CC=1.[C@H](O)(C([O-])=O)[C@@H](O)C([O-])=O.[Na+].[K+], predict the reaction product. The product is: [Cl:1][C:2]1[CH:10]=[CH:9][CH:8]=[C:7]([Cl:11])[C:3]=1[C:4]1[C:23]([CH2:24][OH:25])=[C:22]([C@@H:21]([CH3:20])[CH2:30][CH3:31])[O:6][N:5]=1. (2) Given the reactants [N:1]1(C(OC(C)(C)C)=O)[CH2:8][CH2:7][CH2:6][C@@H:2]1[C:3]([OH:5])=[O:4].[CH2:16]([N-:20][CH2:21][CH:22]([CH3:24])[CH3:23])[CH:17]([CH3:19])[CH3:18].FC(F)(F)C(O)=O, predict the reaction product. The product is: [NH:1]1[CH2:8][CH2:7][CH2:6][C@@H:2]1[C:3]([OH:5])=[O:4].[CH2:16]([N-:20][CH2:21][CH:22]([CH3:24])[CH3:23])[CH:17]([CH3:19])[CH3:18]. (3) Given the reactants [C:1]([O:5][C:6]([N:8]1[CH2:17][CH2:16][N:15]2[C@H:10]([CH2:11][O:12][C:13]([C:18]3[CH:23]=[CH:22][C:21]([F:24])=[C:20]([C:25]#[N:26])[C:19]=3[CH3:27])=[CH:14]2)[CH2:9]1)=[O:7])([CH3:4])([CH3:3])[CH3:2], predict the reaction product. The product is: [C:1]([O:5][C:6]([N:8]1[CH2:17][CH2:16][N:15]2[C@H:10]([CH2:11][O:12][C@@H:13]([C:18]3[CH:23]=[CH:22][C:21]([F:24])=[C:20]([C:25]#[N:26])[C:19]=3[CH3:27])[CH2:14]2)[CH2:9]1)=[O:7])([CH3:4])([CH3:3])[CH3:2]. (4) Given the reactants [CH3:1][C@H:2]([NH:11][C:12](=[O:23])[CH2:13][C:14](=[O:22])[CH2:15][CH2:16][CH2:17][CH2:18][CH2:19][CH2:20][CH3:21])[CH2:3][C:4]1([CH3:10])OCCC[O:5]1, predict the reaction product. The product is: [CH3:1][C@H:2]([NH:11][C:12](=[O:23])[CH2:13][C:14](=[O:22])[CH2:15][CH2:16][CH2:17][CH2:18][CH2:19][CH2:20][CH3:21])[CH2:3][C:4](=[O:5])[CH3:10]. (5) Given the reactants [N+:1]([C:4]1[CH:5]=[C:6]2[C:10](=[CH:11][CH:12]=1)[N:9]([CH2:13][CH2:14][CH3:15])[N:8]=[C:7]2[NH2:16])([O-])=O.[C:17]1([C:23]2[O:24][C:25]([C:31]([F:34])([F:33])[F:32])=[C:26]([C:28](O)=[O:29])[N:27]=2)[CH:22]=[CH:21][CH:20]=[CH:19][CH:18]=1.CCN=C=NCCCN(C)C, predict the reaction product. The product is: [NH2:16][C:7]1[C:6]2[C:10](=[CH:11][CH:12]=[C:4]([NH:1][C:28]([C:26]3[N:27]=[C:23]([C:17]4[CH:22]=[CH:21][CH:20]=[CH:19][CH:18]=4)[O:24][C:25]=3[C:31]([F:33])([F:34])[F:32])=[O:29])[CH:5]=2)[N:9]([CH2:13][CH2:14][CH3:15])[N:8]=1. (6) Given the reactants [Cl:1][C:2]1[CH:3]=[C:4]([F:30])[C:5]([C:24]2[N:28]=[C:27]([CH3:29])[O:26][N:25]=2)=[C:6]([C:8]2[CH:9]=[C:10]3[C:14](=[CH:15][CH:16]=2)[C@@H:13]([NH:17][C:18]([C:20]2([NH2:23])[CH2:22][CH2:21]2)=[O:19])[CH2:12][CH2:11]3)[CH:7]=1.[O:31]1[C:35]([C:36](O)=[O:37])=[CH:34][CH:33]=[N:32]1, predict the reaction product. The product is: [Cl:1][C:2]1[CH:3]=[C:4]([F:30])[C:5]([C:24]2[N:28]=[C:27]([CH3:29])[O:26][N:25]=2)=[C:6]([C:8]2[CH:9]=[C:10]3[C:14](=[CH:15][CH:16]=2)[C@@H:13]([NH:17][C:18]([C:20]2([NH:23][C:36]([C:35]4[O:31][N:32]=[CH:33][CH:34]=4)=[O:37])[CH2:21][CH2:22]2)=[O:19])[CH2:12][CH2:11]3)[CH:7]=1. (7) Given the reactants [C:1]([O:5][C:6]([N:8]1[CH:15]2[CH:11]([N:12]([C:18]([O:20][CH2:21][C:22]3[CH:27]=[CH:26][CH:25]=[CH:24][CH:23]=3)=[O:19])[CH2:13][CH:14]2[CH2:16][OH:17])[CH2:10][CH2:9]1)=[O:7])([CH3:4])([CH3:3])[CH3:2].[F:28][C:29]1[CH:30]=[C:31](O)[CH:32]=[CH:33][C:34]=1[F:35].C1(P(C2C=CC=CC=2)C2C=CC=CC=2)C=CC=CC=1.CC(OC(/N=N/C(OC(C)C)=O)=O)C, predict the reaction product. The product is: [C:1]([O:5][C:6]([N:8]1[CH:15]2[CH:11]([N:12]([C:18]([O:20][CH2:21][C:22]3[CH:23]=[CH:24][CH:25]=[CH:26][CH:27]=3)=[O:19])[CH2:13][CH:14]2[CH2:16][O:17][C:32]2[CH:31]=[CH:30][C:29]([F:28])=[C:34]([F:35])[CH:33]=2)[CH2:10][CH2:9]1)=[O:7])([CH3:4])([CH3:2])[CH3:3].